Predict the reactants needed to synthesize the given product. From a dataset of Full USPTO retrosynthesis dataset with 1.9M reactions from patents (1976-2016). (1) Given the product [I:32][CH2:2][C@@H:3]([CH2:5][CH2:6][CH2:7][C@H:8]([C@@H:10]1[C@:27]2([CH3:28])[C:13]([C:14]3[CH2:15][CH2:16][C@@H:17]4[C@:22]([C:24]=3[CH2:25][CH2:26]2)([CH3:23])[CH2:21][CH2:20][C@H:19]([OH:29])[C:18]4([CH3:31])[CH3:30])=[CH:12][CH2:11]1)[CH3:9])[CH3:4], predict the reactants needed to synthesize it. The reactants are: Cl[CH2:2][C@@H:3]([CH2:5][CH2:6][CH2:7][C@H:8]([C@@H:10]1[C@:27]2([CH3:28])[C:13]([C:14]3[CH2:15][CH2:16][C@@H:17]4[C@:22]([C:24]=3[CH2:25][CH2:26]2)([CH3:23])[CH2:21][CH2:20][C@H:19]([OH:29])[C:18]4([CH3:31])[CH3:30])=[CH:12][CH2:11]1)[CH3:9])[CH3:4].[I-:32].[Na+].O. (2) The reactants are: CS(O[C@H:6]1[C@@H:11]([CH3:12])[CH2:10][C@@H:9]([C:13]2[CH:18]=[CH:17][N:16]=[CH:15][C:14]=2[NH2:19])[CH2:8][C@H:7]1[NH:20][C:21]([O:23][C:24]([CH3:27])([CH3:26])[CH3:25])=[O:22])(=O)=O.[N-:28]=[N+:29]=[N-:30].[Na+]. Given the product [NH2:19][C:14]1[CH:15]=[N:16][CH:17]=[CH:18][C:13]=1[C@H:9]1[CH2:8][C@@H:7]([NH:20][C:21](=[O:22])[O:23][C:24]([CH3:27])([CH3:26])[CH3:25])[C@H:6]([N:28]=[N+:29]=[N-:30])[C@@H:11]([CH3:12])[CH2:10]1, predict the reactants needed to synthesize it. (3) Given the product [CH2:1]([O:8][C:9]1[CH:10]=[C:11]([CH:16]=[CH:17][C:18]=1[CH2:19][C:20]1[CH:21]=[CH:22][C:23]([CH2:26][CH3:27])=[CH:24][CH:25]=1)[C:12]([OH:14])=[O:13])[C:2]1[CH:3]=[CH:4][CH:5]=[CH:6][CH:7]=1, predict the reactants needed to synthesize it. The reactants are: [CH2:1]([O:8][C:9]1[CH:10]=[C:11]([CH:16]=[CH:17][C:18]=1[CH2:19][C:20]1[CH:25]=[CH:24][C:23]([CH2:26][CH3:27])=[CH:22][CH:21]=1)[C:12]([O:14]C)=[O:13])[C:2]1[CH:7]=[CH:6][CH:5]=[CH:4][CH:3]=1.[OH-].[Na+].Cl. (4) Given the product [CH:21]1([NH:18][C:19]([NH:1][C:2]2[CH:7]=[CH:6][C:5]([B:8]3[O:9][C:10]([CH3:12])([CH3:11])[C:13]([CH3:15])([CH3:14])[O:16]3)=[C:4]([F:17])[CH:3]=2)=[O:20])[CH2:23][CH2:22]1, predict the reactants needed to synthesize it. The reactants are: [NH2:1][C:2]1[CH:7]=[CH:6][C:5]([B:8]2[O:16][C:13]([CH3:15])([CH3:14])[C:10]([CH3:12])([CH3:11])[O:9]2)=[C:4]([F:17])[CH:3]=1.[N:18]([CH:21]1[CH2:23][CH2:22]1)=[C:19]=[O:20]. (5) The reactants are: [CH3:1][C:2]1[CH:7]=[C:6]([CH3:8])[CH:5]=[CH:4][C:3]=1[N:9]([C:25]1[CH:30]=[CH:29][C:28]([CH3:31])=[C:27]([CH3:32])[CH:26]=1)[C:10]1[CH:15]=[CH:14][C:13]([C:16]2[CH:21]=[CH:20][C:19]([CH2:22][CH2:23][OH:24])=[CH:18][CH:17]=2)=[CH:12][CH:11]=1.CN(C)C(=O)C.Cl[CH2:40][CH2:41][C:42](Cl)=[O:43].Cl. Given the product [C:42]([O:24][CH2:23][CH2:22][C:19]1[CH:20]=[CH:21][C:16]([C:13]2[CH:12]=[CH:11][C:10]([N:9]([C:3]3[CH:4]=[CH:5][C:6]([CH3:8])=[CH:7][C:2]=3[CH3:1])[C:25]3[CH:30]=[CH:29][C:28]([CH3:31])=[C:27]([CH3:32])[CH:26]=3)=[CH:15][CH:14]=2)=[CH:17][CH:18]=1)(=[O:43])[CH:41]=[CH2:40], predict the reactants needed to synthesize it. (6) Given the product [CH2:1]([O:8][C:9]([N:11]1[CH2:15][C@H:14]([OH:16])[CH2:13][C@H:12]1[C:17]([N:46]1[CH2:47][CH2:48][CH:43]([CH2:36][C:37]2[CH:42]=[CH:41][CH:40]=[CH:39][CH:38]=2)[CH2:44][CH2:45]1)=[O:19])=[O:10])[C:2]1[CH:3]=[CH:4][CH:5]=[CH:6][CH:7]=1, predict the reactants needed to synthesize it. The reactants are: [CH2:1]([O:8][C:9]([N:11]1[CH2:15][C@H:14]([OH:16])[CH2:13][C@H:12]1[C:17]([OH:19])=O)=[O:10])[C:2]1[CH:7]=[CH:6][CH:5]=[CH:4][CH:3]=1.C(N(CC)C(C)C)(C)C.C(Cl)(=O)C(C)(C)C.[CH2:36]([CH:43]1[CH2:48][CH2:47][NH:46][CH2:45][CH2:44]1)[C:37]1[CH:42]=[CH:41][CH:40]=[CH:39][CH:38]=1. (7) Given the product [CH:8]1([NH:11][C:16](=[O:17])[C:14]([O:21][CH2:6][CH3:7])=[O:15])[CH2:10][CH2:9]1, predict the reactants needed to synthesize it. The reactants are: C(N([CH2:6][CH3:7])CC)C.[CH:8]1([NH2:11])[CH2:10][CH2:9]1.CC[C:14]([C:16](Cl)=[O:17])=[O:15].C([O:21]CC)C.